The task is: Predict which catalyst facilitates the given reaction.. This data is from Catalyst prediction with 721,799 reactions and 888 catalyst types from USPTO. (1) Reactant: [CH3:1][O:2][C:3]1[CH:8]=[CH:7][CH:6]=[C:5]([NH2:9])[C:4]=1[CH3:10].Cl[C:12](Cl)([O:14]C(=O)OC(Cl)(Cl)Cl)Cl. Product: [CH3:1][O:2][C:3]1[CH:8]=[CH:7][CH:6]=[C:5]([N:9]=[C:12]=[O:14])[C:4]=1[CH3:10]. The catalyst class is: 11. (2) Reactant: [CH2:1]([N:3]1[C:7]2=[N:8][C:9]([CH2:28][CH3:29])=[C:10]([CH2:19][NH:20][C:21](=[O:27])[CH2:22][CH2:23][C:24]([OH:26])=O)[C:11]([NH:12][CH:13]3[CH2:18][CH2:17][O:16][CH2:15][CH2:14]3)=[C:6]2[CH:5]=[N:4]1)[CH3:2].[CH3:30][N:31]1[CH2:36][CH2:35][CH:34]([CH2:37][C:38]2[CH:39]=[C:40]([C:44]3[CH:49]=[CH:48][CH:47]=[C:46]([CH2:50][NH2:51])[CH:45]=3)[CH:41]=[CH:42][CH:43]=2)[CH2:33][CH2:32]1.C(N(CC)CC)C.ClCCl. Product: [CH2:1]([N:3]1[C:7]2=[N:8][C:9]([CH2:28][CH3:29])=[C:10]([CH2:19][NH:20][C:21](=[O:27])[CH2:22][CH2:23][C:24]([NH:51][CH2:50][C:46]3[CH:45]=[C:44]([C:40]4[CH:41]=[CH:42][CH:43]=[C:38]([CH2:37][CH:34]5[CH2:35][CH2:36][N:31]([CH3:30])[CH2:32][CH2:33]5)[CH:39]=4)[CH:49]=[CH:48][CH:47]=3)=[O:26])[C:11]([NH:12][CH:13]3[CH2:18][CH2:17][O:16][CH2:15][CH2:14]3)=[C:6]2[CH:5]=[N:4]1)[CH3:2]. The catalyst class is: 25. (3) Reactant: C(OC([C:6]1[C:15](=[O:16])[N:14]2[CH:9]([CH:10]=[CH:11][CH:12]=[CH:13]2)[CH:8]([N:17]2[CH2:22][CH2:21][N:20](C(OC(C)(C)C)=O)[CH2:19][CH2:18]2)[CH:7]=1)=O)C. Product: [N:17]1([CH:8]2[CH:9]3[N:14]([CH:13]=[CH:12][CH:11]=[CH:10]3)[C:15](=[O:16])[CH:6]=[CH:7]2)[CH2:22][CH2:21][NH:20][CH2:19][CH2:18]1. The catalyst class is: 33. (4) Reactant: [NH2:1][C:2]1[CH:3]=[C:4]2[CH:13]=[C:12]([NH2:14])[CH:11]=[C:10]3[C:5]2=[C:6]([CH:23]=1)[C:7](=[O:22])[N:8]([CH2:16][CH2:17][CH2:18][C:19]([OH:21])=[O:20])[C:9]3=[O:15].CN([CH:27]=[O:28])C.N1[CH:34]=[CH:33][CH:32]=CC=1.[C:35](Cl)(=[O:37])[CH3:36].[CH3:39]O. Product: [C:35]([NH:1][C:2]1[CH:3]=[C:4]2[CH:13]=[C:12]([NH:14][C:27](=[O:28])[CH3:39])[CH:11]=[C:10]3[C:5]2=[C:6]([CH:23]=1)[C:7](=[O:22])[N:8]([C:16]1[CH:17]=[C:18]([CH:34]=[CH:33][CH:32]=1)[C:19]([OH:21])=[O:20])[C:9]3=[O:15])(=[O:37])[CH3:36]. The catalyst class is: 238. (5) Reactant: BrCCCCCCCCO[C:11]([CH:13]([C:15]1[CH:24]=[CH:23][C:18]([CH2:19][CH:20]([CH3:22])[CH3:21])=[CH:17][CH:16]=1)[CH3:14])=[O:12].[C:25]([O:33][CH3:34])(=[O:32])[C:26]1[CH:31]=[CH:30][CH:29]=[N:28][CH:27]=1.[I-:35].[K+]. Product: [I-:35].[CH2:19]([C:18]1[CH:17]=[CH:16][C:15]([CH:13]([CH3:14])[C:11]([CH2:11][CH2:13][CH2:15][CH2:16][CH2:17][CH2:18][CH2:19][CH2:20][N+:28]2[CH:29]=[CH:30][CH:31]=[C:26]([C:25]([O:33][CH3:34])=[O:32])[CH:27]=2)=[O:12])=[CH:24][CH:23]=1)[CH:20]([CH3:21])[CH3:22]. The catalyst class is: 254.